From a dataset of Reaction yield outcomes from USPTO patents with 853,638 reactions. Predict the reaction yield, written as a fraction of the theoretical maximum amount of product (1.0 means a 100% yield; for example, 0.34 means a 34% yield). (1) The reactants are C([O:4][C:5]1[CH:10]=[CH:9][CH:8]=[C:7]([Cl:11])[C:6]=1[C:12]1[CH:17]=[CH:16][CH:15]=[CH:14][C:13]=1[Cl:18])C=C.[C:19]1(C)[CH:24]=C(C)C=C(C)[CH:20]=1. No catalyst specified. The product is [CH2:24]([C:10]1[CH:9]=[CH:8][C:7]([Cl:11])=[C:6]([C:12]2[CH:17]=[CH:16][CH:15]=[CH:14][C:13]=2[Cl:18])[C:5]=1[OH:4])[CH:19]=[CH2:20]. The yield is 0.770. (2) The yield is 0.660. The reactants are [CH3:1][N:2]1[CH2:7][CH2:6][N:5]([C:8]2[C:13]3[CH2:14][C@H:15]([NH:18][C:19](=[O:32])[C:20]4[CH:25]=[CH:24][C:23]([N:26]5[CH2:31][CH2:30][NH:29][CH2:28][CH2:27]5)=[CH:22][CH:21]=4)[CH2:16][O:17][C:12]=3[CH:11]=[CH:10][CH:9]=2)[CH2:4][CH2:3]1.[C:33](Cl)(=[O:35])[CH3:34]. The product is [CH3:1][N:2]1[CH2:3][CH2:4][N:5]([C:8]2[C:13]3[CH2:14][C@H:15]([NH:18][C:19](=[O:32])[C:20]4[CH:21]=[CH:22][C:23]([N:26]5[CH2:27][CH2:28][N:29]([C:33](=[O:35])[CH3:34])[CH2:30][CH2:31]5)=[CH:24][CH:25]=4)[CH2:16][O:17][C:12]=3[CH:11]=[CH:10][CH:9]=2)[CH2:6][CH2:7]1. The catalyst is CN(C)C=O.